Dataset: Catalyst prediction with 721,799 reactions and 888 catalyst types from USPTO. Task: Predict which catalyst facilitates the given reaction. Reactant: Cl.[O:2]=[C:3]1[NH:12][C:11]2[N:10]=[CH:9][C:8](/[CH:13]=[CH:14]/[C:15]([OH:17])=O)=[CH:7][C:6]=2[CH2:5][CH2:4]1.Cl.[NH:19]1[CH2:22][CH:21]([O:23][CH2:24][C:25]2[S:26][CH:27]=[CH:28][N:29]=2)[CH2:20]1.CCN(C(C)C)C(C)C.CCN=C=NCCCN(C)C. Product: [O:17]=[C:15]([N:19]1[CH2:22][CH:21]([O:23][CH2:24][C:25]2[S:26][CH:27]=[CH:28][N:29]=2)[CH2:20]1)/[CH:14]=[CH:13]/[C:8]1[CH:7]=[C:6]2[C:11](=[N:10][CH:9]=1)[NH:12][C:3](=[O:2])[CH2:4][CH2:5]2. The catalyst class is: 241.